This data is from Forward reaction prediction with 1.9M reactions from USPTO patents (1976-2016). The task is: Predict the product of the given reaction. (1) Given the reactants [CH3:1][C:2]1[C:7]([C:8]([OH:10])=O)=[CH:6][N:5]=[C:4]([C:11]2[CH:12]=[N:13][CH:14]=[CH:15][CH:16]=2)[N:3]=1.CN(C(ON1N=NC2C=CC(=CC1=2)Cl)=[N+](C)C)C.F[P-](F)(F)(F)(F)F.CCN(C(C)C)C(C)C.[F:51][C:52]1[CH:53]=[C:54]2[C:58](=[CH:59][CH:60]=1)[N:57]([NH2:61])[C:56]([CH3:62])=[CH:55]2, predict the reaction product. The product is: [F:51][C:52]1[CH:53]=[C:54]2[C:58](=[CH:59][CH:60]=1)[N:57]([NH:61][C:8]([C:7]1[C:2]([CH3:1])=[N:3][C:4]([C:11]3[CH:12]=[N:13][CH:14]=[CH:15][CH:16]=3)=[N:5][CH:6]=1)=[O:10])[C:56]([CH3:62])=[CH:55]2. (2) The product is: [Cl:1][C:2]1[CH:3]=[C:4]([NH:14][C:15]2[CH:27]=[CH:26][C:25]([CH3:28])=[CH:24][C:16]=2[C:17]([OH:19])=[O:18])[CH:5]=[N:6][C:7]=1[C:8]1[CH:13]=[CH:12][CH:11]=[CH:10][CH:9]=1. Given the reactants [Cl:1][C:2]1[CH:3]=[C:4]([NH:14][C:15]2[CH:27]=[CH:26][C:25]([CH3:28])=[CH:24][C:16]=2[C:17]([O:19]C(C)(C)C)=[O:18])[CH:5]=[N:6][C:7]=1[C:8]1[CH:13]=[CH:12][CH:11]=[CH:10][CH:9]=1, predict the reaction product.